Dataset: Full USPTO retrosynthesis dataset with 1.9M reactions from patents (1976-2016). Task: Predict the reactants needed to synthesize the given product. Given the product [O:1]=[C:2]1[N:6]2[CH2:7][CH2:8][N:9]([C:11]([O:13][C:14]3[CH:16]=[CH:45][CH:40]=[CH:41][CH:17]=3)=[O:12])[CH2:10][CH:5]2[CH:4]([C:18]2[CH:23]=[CH:22][CH:21]=[CH:20][CH:19]=2)[O:3]1, predict the reactants needed to synthesize it. The reactants are: [O:1]=[C:2]1[N:6]2[CH2:7][CH2:8][N:9]([C:11]([O:13][C:14]([CH3:17])([CH3:16])C)=[O:12])[CH2:10][CH:5]2[CH:4]([C:18]2[CH:23]=[CH:22][CH:21]=[CH:20][CH:19]=2)[O:3]1.FC(F)(F)C(O)=O.C(N(CC)CC)C.C(Cl)(=O)O[C:40]1[CH:45]=CC=C[CH:41]=1.